From a dataset of Full USPTO retrosynthesis dataset with 1.9M reactions from patents (1976-2016). Predict the reactants needed to synthesize the given product. (1) Given the product [CH:23](/[C:2]1[N:6]2[N:7]=[C:8]([NH:11][CH2:12][CH2:13][CH2:14][NH:15][C:16](=[O:22])[O:17][C:18]([CH3:21])([CH3:20])[CH3:19])[CH:9]=[CH:10][C:5]2=[N:4][CH:3]=1)=[CH:24]\[CH2:25][CH2:26][CH2:27][CH3:28], predict the reactants needed to synthesize it. The reactants are: Br[C:2]1[N:6]2[N:7]=[C:8]([NH:11][CH2:12][CH2:13][CH2:14][NH:15][C:16](=[O:22])[O:17][C:18]([CH3:21])([CH3:20])[CH3:19])[CH:9]=[CH:10][C:5]2=[N:4][CH:3]=1.[CH:23](/B(O)O)=[CH:24]\[CH2:25][CH2:26][CH2:27][CH3:28].C(Cl)Cl.CO.[NH4+].[OH-]. (2) Given the product [Cl:1][C:2]1[C:3]([C:22]2[C:27]([CH3:28])=[CH:26][C:25]([CH3:29])=[CH:24][N:23]=2)=[CH:4][C:5]([CH:8]2[NH:17][CH2:16][C:15]3[C:10](=[N:11][CH2:12][N:13]([N:30]4[CH2:35][CH2:34][CH:33]([OH:36])[CH2:32][CH2:31]4)[CH:14]=3)[C:9]2=[O:21])=[N:6][CH:7]=1, predict the reactants needed to synthesize it. The reactants are: [Cl:1][C:2]1[C:3]([C:22]2[C:27]([CH3:28])=[CH:26][C:25]([CH3:29])=[CH:24][N:23]=2)=[CH:4][C:5]([CH:8]2[NH:17][CH2:16][C:15]3[C:10](=[N:11][CH2:12][N:13](S(C)=O)[CH:14]=3)[C:9]2=[O:21])=[N:6][CH:7]=1.[NH:30]1[CH2:35][CH2:34][CH:33]([OH:36])[CH2:32][CH2:31]1. (3) Given the product [Si:10]([O:9][CH2:8][C:7]1[C:2]([C:17]#[N:18])=[N:3][CH:4]=[CH:5][CH:6]=1)([C:13]([CH3:16])([CH3:15])[CH3:14])([CH3:12])[CH3:11], predict the reactants needed to synthesize it. The reactants are: Br[C:2]1[C:7]([CH2:8][O:9][Si:10]([C:13]([CH3:16])([CH3:15])[CH3:14])([CH3:12])[CH3:11])=[CH:6][CH:5]=[CH:4][N:3]=1.[CH3:17][N:18](C=O)C. (4) Given the product [ClH:47].[F:34][C:30]1[CH:29]=[C:28]([CH:27]2[CH2:26][CH2:25][N:24]([C:35]([NH:37][C:38]3[CH:39]=[CH:40][C:41]([C:42]([OH:44])=[O:43])=[CH:45][CH:46]=3)=[O:36])[CH2:23][CH:22]2[CH2:21][NH:8][C@@H:9]([C:11]2[C:20]3[C:15](=[CH:16][CH:17]=[CH:18][CH:19]=3)[CH:14]=[CH:13][CH:12]=2)[CH3:10])[CH:33]=[CH:32][CH:31]=1, predict the reactants needed to synthesize it. The reactants are: C(OC([N:8]([CH2:21][CH:22]1[CH:27]([C:28]2[CH:33]=[CH:32][CH:31]=[C:30]([F:34])[CH:29]=2)[CH2:26][CH2:25][N:24]([C:35]([NH:37][C:38]2[CH:46]=[CH:45][C:41]([C:42]([OH:44])=[O:43])=[CH:40][CH:39]=2)=[O:36])[CH2:23]1)[C@@H:9]([C:11]1[C:20]2[C:15](=[CH:16][CH:17]=[CH:18][CH:19]=2)[CH:14]=[CH:13][CH:12]=1)[CH3:10])=O)(C)(C)C.[ClH:47].O1CCOCC1. (5) Given the product [OH:2][C:3]1[CH:12]=[CH:11][C:10]2[NH:9][C:8](=[O:13])[C:7]3[S:14][CH:15]=[CH:16][C:6]=3[C:5]=2[C:4]=1[C:17]1[CH:22]=[CH:21][C:20]([CH:7]([CH2:6][CH3:5])[C:8]#[N:9])=[CH:19][CH:18]=1, predict the reactants needed to synthesize it. The reactants are: C[O:2][C:3]1[CH:12]=[CH:11][C:10]2[NH:9][C:8](=[O:13])[C:7]3[S:14][CH:15]=[CH:16][C:6]=3[C:5]=2[C:4]=1[C:17]1[CH:22]=[CH:21][CH:20]=[CH:19][C:18]=1CCCC#N.B(Br)(Br)Br. (6) Given the product [OH:7][CH2:6][CH2:5][N:4]([CH2:1][C:10]1[C:9]([OH:8])=[CH:17][CH:16]=[C:15]2[C:11]=1[CH:12]=[CH:13][NH:14]2)[CH3:3], predict the reactants needed to synthesize it. The reactants are: [CH2:1]=O.[CH3:3][NH:4][CH2:5][CH2:6][OH:7].[OH:8][C:9]1[CH:10]=[C:11]2[C:15](=[CH:16][CH:17]=1)[NH:14][CH:13]=[CH:12]2. (7) Given the product [C:48]([O:42][C:39]1[CH:40]=[CH:41][C:36]([CH2:35][C@@H:18]2[N:13]3[C:14](=[O:17])[CH2:15][CH2:16][N:11]([C:9](=[O:10])[NH:8][CH2:1][C:2]4[CH:7]=[CH:6][CH:5]=[CH:4][CH:3]=4)[CH:12]3[C@H:21]([CH3:22])[N:20]([CH2:23][C:24]3[C:33]4[C:28](=[CH:29][CH:30]=[CH:31][CH:32]=4)[CH:27]=[CH:26][CH:25]=3)[C:19]2=[O:34])=[CH:37][CH:38]=1)(=[O:54])[CH2:49][CH2:50][CH2:51][CH2:52][CH3:53], predict the reactants needed to synthesize it. The reactants are: [CH2:1]([NH:8][C:9]([N:11]1[CH2:16][CH2:15][C:14](=[O:17])[N:13]2[C@@H:18]([CH2:35][C:36]3[CH:41]=[CH:40][C:39]([OH:42])=[CH:38][CH:37]=3)[C:19](=[O:34])[N:20]([CH2:23][C:24]3[C:33]4[C:28](=[CH:29][CH:30]=[CH:31][CH:32]=4)[CH:27]=[CH:26][CH:25]=3)[C@@H:21]([CH3:22])[CH:12]12)=[O:10])[C:2]1[CH:7]=[CH:6][CH:5]=[CH:4][CH:3]=1.C1COCC1.[C:48](Cl)(=[O:54])[CH2:49][CH2:50][CH2:51][CH2:52][CH3:53].C(N(CC)CC)C. (8) Given the product [CH3:33][N:21]([CH2:20][C:3]1[CH:4]=[N:5][CH:6]=[C:7]([C:8]2[CH:9]=[C:10]3[C:15](=[CH:16][CH:17]=2)[N:14]([CH3:18])[C:13](=[O:19])[CH2:12][CH2:11]3)[C:2]=1[CH3:1])[C:22]([C:24]1[C:29]([Cl:30])=[CH:28][CH:27]=[CH:26][N:25]=1)=[O:23], predict the reactants needed to synthesize it. The reactants are: [CH3:1][C:2]1[C:7]([C:8]2[CH:9]=[C:10]3[C:15](=[CH:16][CH:17]=2)[N:14]([CH3:18])[C:13](=[O:19])[CH2:12][CH2:11]3)=[CH:6][N:5]=[CH:4][C:3]=1[CH2:20][NH:21][C:22]([C:24]1[C:29]([Cl:30])=[CH:28][CH:27]=[CH:26][N:25]=1)=[O:23].[H-].[Na+].[CH3:33]I. (9) Given the product [CH2:8]([C:7]([S:12]([C:15]1[CH:16]=[CH:17][C:18]([N:21]2[CH2:26][CH2:25][CH:24]([NH:27][CH2:28][C@H:29]([OH:42])[C:30]3[CH:35]=[CH:34][C:33]([OH:36])=[C:32]([NH:37][S:38]([CH3:41])(=[O:39])=[O:40])[CH:31]=3)[CH2:23][CH2:22]2)=[CH:19][CH:20]=1)(=[O:13])=[O:14])([CH2:43][C:44]#[C:45][CH3:46])[C:6]([OH:47])=[O:5])[C:9]#[C:10][CH3:11], predict the reactants needed to synthesize it. The reactants are: C([O:5][C:6](=[O:47])[C:7]([CH2:43][C:44]#[C:45][CH3:46])([S:12]([C:15]1[CH:20]=[CH:19][C:18]([N:21]2[CH2:26][CH2:25][CH:24]([NH:27][CH2:28][C@H:29]([OH:42])[C:30]3[CH:35]=[CH:34][C:33]([OH:36])=[C:32]([NH:37][S:38]([CH3:41])(=[O:40])=[O:39])[CH:31]=3)[CH2:23][CH2:22]2)=[CH:17][CH:16]=1)(=[O:14])=[O:13])[CH2:8][C:9]#[C:10][CH3:11])(C)(C)C.FC(F)(F)C(O)=O.